Dataset: Forward reaction prediction with 1.9M reactions from USPTO patents (1976-2016). Task: Predict the product of the given reaction. (1) Given the reactants Br[C:2]1[CH:7]=[CH:6][C:5]([CH:8]([C:13]2[CH:18]=[CH:17][CH:16]=[CH:15][CH:14]=2)[C:9]([O:11][CH3:12])=[O:10])=[CH:4][CH:3]=1.[CH2:19]([O:21][P:22]([O-:26])[O:23][CH2:24][CH3:25])[CH3:20].C(N(CC)CC)C, predict the reaction product. The product is: [CH3:12][O:11][C:9]([CH:8]([C:13]1[CH:18]=[CH:17][CH:16]=[CH:15][CH:14]=1)[C:5]1[CH:6]=[CH:7][C:2]([P:22](=[O:26])([O:23][CH2:24][CH3:25])[O:21][CH2:19][CH3:20])=[CH:3][CH:4]=1)=[O:10]. (2) Given the reactants [Cl:1][C:2]1[CH:18]=[CH:17][C:5]([CH2:6][NH:7][C:8]2[N:13]=[C:12]([F:14])[C:11]([CH2:15][OH:16])=[CH:10][CH:9]=2)=[CH:4][CH:3]=1.CC(OI1(OC(C)=O)(OC(C)=O)OC(=O)C2C=CC=CC1=2)=O.O, predict the reaction product. The product is: [Cl:1][C:2]1[CH:18]=[CH:17][C:5]([CH2:6][NH:7][C:8]2[N:13]=[C:12]([F:14])[C:11]([CH:15]=[O:16])=[CH:10][CH:9]=2)=[CH:4][CH:3]=1. (3) Given the reactants C(OC([CH2:8][NH:9][C:10]1[CH:15]=[C:14]([C:16]2[C:17]([C:28]3[CH:33]=[CH:32][C:31]([F:34])=[CH:30][CH:29]=3)=[N:18][N:19]([C:21]3[N:22]=[N:23][C:24](Cl)=[CH:25][CH:26]=3)[CH:20]=2)[CH:13]=[CH:12][N:11]=1)=O)(C)(C)C.C([O:39]C(NC1C=C(C2C(C3C=CC(F)=CC=3)=NN(C3N=NC(Cl)=CC=3)C=2)C=CN=1)=O)(C)(C)C, predict the reaction product. The product is: [F:34][C:31]1[CH:32]=[CH:33][C:28]([C:17]2[C:16]([C:14]3[CH:13]=[CH:12][N:11]=[C:10]([NH:9][CH3:8])[CH:15]=3)=[CH:20][N:19]([C:21]3[CH:26]=[CH:25][C:24](=[O:39])[NH:23][N:22]=3)[N:18]=2)=[CH:29][CH:30]=1. (4) Given the reactants Cl[C:2]1[N:7]=[C:6]([C:8]2[CH:13]=[CH:12][C:11]([Cl:14])=[CH:10][CH:9]=2)[CH:5]=[C:4]([CH3:15])[N:3]=1.[Br:16][C:17]1[N:18]=[CH:19][NH:20][CH:21]=1, predict the reaction product. The product is: [Br:16][C:17]1[N:18]=[CH:19][N:20]([C:2]2[N:7]=[C:6]([C:8]3[CH:13]=[CH:12][C:11]([Cl:14])=[CH:10][CH:9]=3)[CH:5]=[C:4]([CH3:15])[N:3]=2)[CH:21]=1.